Dataset: Reaction yield outcomes from USPTO patents with 853,638 reactions. Task: Predict the reaction yield, written as a fraction of the theoretical maximum amount of product (1.0 means a 100% yield; for example, 0.34 means a 34% yield). (1) The reactants are [Cl-].[Cl-].[Ca+2].[CH3:4][O:5][C:6]1[CH:7]=[C:8]([CH:12]=[CH:13][CH:14]=1)[C:9]([OH:11])=[O:10].[Cl:15][C:16]([Cl:21])([Cl:20])[CH:17](O)O.OS(O)(=O)=O. No catalyst specified. The product is [CH3:4][O:5][C:6]1[CH:7]=[C:8]2[C:12]([CH:17]([C:16]([Cl:21])([Cl:20])[Cl:15])[O:10][C:9]2=[O:11])=[CH:13][CH:14]=1. The yield is 0.630. (2) The reactants are [F:1][C:2]1[CH:22]=[CH:21][C:5]([CH2:6][C:7]2[S:11][C:10]([NH2:12])=[N:9][C:8]=2[C:13]2[CH:18]=[CH:17][C:16]([O:19][CH3:20])=[CH:15][CH:14]=2)=[CH:4][CH:3]=1.[C:23]([C:25]1[CH:33]=[CH:32][C:28]([C:29](Cl)=[O:30])=[CH:27][CH:26]=1)#[N:24]. No catalyst specified. The product is [C:23]([C:25]1[CH:33]=[CH:32][C:28]([C:29]([NH:12][C:10]2[S:11][C:7]([CH2:6][C:5]3[CH:21]=[CH:22][C:2]([F:1])=[CH:3][CH:4]=3)=[C:8]([C:13]3[CH:18]=[CH:17][C:16]([O:19][CH3:20])=[CH:15][CH:14]=3)[N:9]=2)=[O:30])=[CH:27][CH:26]=1)#[N:24]. The yield is 0.859.